Dataset: Peptide-MHC class II binding affinity with 134,281 pairs from IEDB. Task: Regression. Given a peptide amino acid sequence and an MHC pseudo amino acid sequence, predict their binding affinity value. This is MHC class II binding data. The peptide sequence is GIFLSVAAGNEAENA. The MHC is DRB1_0401 with pseudo-sequence DRB1_0401. The binding affinity (normalized) is 0.694.